This data is from Tyrosyl-DNA phosphodiesterase HTS with 341,365 compounds. The task is: Binary Classification. Given a drug SMILES string, predict its activity (active/inactive) in a high-throughput screening assay against a specified biological target. (1) The drug is O=C(N1CCN(CC1)CC(=O)Nc1c(c(ccc1)C)C)c1cc(n2nnnc2)ccc1. The result is 0 (inactive). (2) The drug is O1CCN(C(=O)CC(c2c3oc(=O)cc(c3c(OC)cc2OC)c2ccccc2)c2ccc(N(C)C)cc2)CC1. The result is 0 (inactive).